From a dataset of Catalyst prediction with 721,799 reactions and 888 catalyst types from USPTO. Predict which catalyst facilitates the given reaction. (1) The catalyst class is: 1. Product: [Si:14]([O:13][C@H:11]1[CH2:12][N:8]([C:6]([O:5][C:1]([CH3:4])([CH3:3])[CH3:2])=[O:7])[C@H:9]([CH3:21])[CH2:10]1)([C:17]([CH3:20])([CH3:19])[CH3:18])([CH3:16])[CH3:15]. Reactant: [C:1]([O:5][C:6]([N:8]1[CH2:12][C@H:11]([O:13][Si:14]([C:17]([CH3:20])([CH3:19])[CH3:18])([CH3:16])[CH3:15])[CH2:10][C@H:9]1[CH2:21]OS(C)(=O)=O)=[O:7])([CH3:4])([CH3:3])[CH3:2].C([BH-](CC)CC)C.[Li+]. (2) Reactant: [BH4-].[Na+].CO.[CH3:5][O:6][C:7](=[O:32])[CH2:8][O:9][CH2:10]/[CH:11]=[CH:12]\[CH2:13][N:14]1[C@@H:19]([CH2:20][CH2:21][C:22](=[O:30])[CH2:23][C:24]2[CH:29]=[CH:28][CH:27]=[CH:26][CH:25]=2)[CH2:18][CH2:17][CH2:16][C:15]1=[O:31]. Product: [CH3:5][O:6][C:7](=[O:32])[CH2:8][O:9][CH2:10]/[CH:11]=[CH:12]\[CH2:13][N:14]1[C:15](=[O:31])[CH2:16][CH2:17][CH2:18][C@@H:19]1[CH2:20][CH2:21][CH:22]([OH:30])[CH2:23][C:24]1[CH:29]=[CH:28][CH:27]=[CH:26][CH:25]=1. The catalyst class is: 2. (3) Reactant: [CH3:1][O:2][C:3](=[O:37])[C:4]1[CH:9]=[CH:8][C:7]([C:10]2[CH:11]=[C:12]3[C:16](=[CH:17][CH:18]=2)[N:15](S(C2C=CC=CC=2)(=O)=O)[C:14]([C:28]2[C:33]([F:34])=[CH:32][CH:31]=[CH:30][C:29]=2[F:35])=[CH:13]3)=[C:6]([CH3:36])[CH:5]=1.C([O-])([O-])=O.[Cs+].[Cs+]. Product: [CH3:1][O:2][C:3](=[O:37])[C:4]1[CH:9]=[CH:8][C:7]([C:10]2[CH:11]=[C:12]3[C:16](=[CH:17][CH:18]=2)[NH:15][C:14]([C:28]2[C:33]([F:34])=[CH:32][CH:31]=[CH:30][C:29]=2[F:35])=[CH:13]3)=[C:6]([CH3:36])[CH:5]=1. The catalyst class is: 36. (4) Reactant: I[C:2]1[CH:16]=[CH:15][C:5]([CH2:6][N:7]2[CH2:12][CH2:11][C:10]([CH3:14])([OH:13])[CH2:9][CH2:8]2)=[CH:4][CH:3]=1.[Cl:17][C:18]1[CH:23]=[CH:22][C:21]([C:24]2[CH:29]=[CH:28][C:27]([NH:30][C:31](=[O:34])[C:32]#[CH:33])=[CH:26][CH:25]=2)=[CH:20][CH:19]=1. Product: [Cl:17][C:18]1[CH:19]=[CH:20][C:21]([C:24]2[CH:29]=[CH:28][C:27]([NH:30][C:31](=[O:34])[C:32]#[C:33][C:2]3[CH:16]=[CH:15][C:5]([CH2:6][N:7]4[CH2:12][CH2:11][C:10]([OH:13])([CH3:14])[CH2:9][CH2:8]4)=[CH:4][CH:3]=3)=[CH:26][CH:25]=2)=[CH:22][CH:23]=1. The catalyst class is: 98. (5) Reactant: Br[C:2]1[N:7]=[C:6]([CH:8]=[O:9])[CH:5]=[CH:4][C:3]=1[O:10][CH2:11][CH2:12][O:13][Si:14]([C:17]([CH3:20])([CH3:19])[CH3:18])([CH3:16])[CH3:15].[CH3:21][S:22]([C:25]1[CH:26]=[C:27](B(O)O)[CH:28]=[CH:29][CH:30]=1)(=[O:24])=[O:23].C([O-])([O-])=O.[Na+].[Na+]. Product: [Si:14]([O:13][CH2:12][CH2:11][O:10][C:3]1[CH:4]=[CH:5][C:6]([CH:8]=[O:9])=[N:7][C:2]=1[C:29]1[CH:28]=[CH:27][CH:26]=[C:25]([S:22]([CH3:21])(=[O:24])=[O:23])[CH:30]=1)([C:17]([CH3:20])([CH3:19])[CH3:18])([CH3:16])[CH3:15]. The catalyst class is: 73. (6) Reactant: [Cl:1][C:2]1[CH:3]=[C:4]([CH:9]2[O:15][CH2:14][CH2:13][N:12]([C:16]([O:18][C:19]([CH3:22])([CH3:21])[CH3:20])=[O:17])[CH2:11][CH:10]2[CH2:23][OH:24])[CH:5]=[CH:6][C:7]=1[Cl:8].[CH3:25][S:26](Cl)(=[O:28])=[O:27]. Product: [Cl:1][C:2]1[CH:3]=[C:4]([CH:9]2[O:15][CH2:14][CH2:13][N:12]([C:16]([O:18][C:19]([CH3:20])([CH3:21])[CH3:22])=[O:17])[CH2:11][CH:10]2[CH2:23][O:24][S:26]([CH3:25])(=[O:28])=[O:27])[CH:5]=[CH:6][C:7]=1[Cl:8]. The catalyst class is: 66. (7) Reactant: [H-].[Na+].[OH:3][C:4]1[N:8]([CH3:9])[N:7]=[C:6]([C:10]2[CH:15]=[CH:14][C:13]([O:16][CH:17]([CH3:19])[CH3:18])=[C:12]([CH3:20])[CH:11]=2)[CH:5]=1.[CH3:21]N(C)C=O.S(OC)(OC)(=O)=O. Product: [CH3:21][O:3][C:4]1[N:8]([CH3:9])[N:7]=[C:6]([C:10]2[CH:15]=[CH:14][C:13]([O:16][CH:17]([CH3:18])[CH3:19])=[C:12]([CH3:20])[CH:11]=2)[CH:5]=1. The catalyst class is: 6.